Dataset: NCI-60 drug combinations with 297,098 pairs across 59 cell lines. Task: Regression. Given two drug SMILES strings and cell line genomic features, predict the synergy score measuring deviation from expected non-interaction effect. (1) Drug 1: CC1CCC2CC(C(=CC=CC=CC(CC(C(=O)C(C(C(=CC(C(=O)CC(OC(=O)C3CCCCN3C(=O)C(=O)C1(O2)O)C(C)CC4CCC(C(C4)OC)O)C)C)O)OC)C)C)C)OC. Drug 2: CC1C(C(CC(O1)OC2CC(CC3=C2C(=C4C(=C3O)C(=O)C5=C(C4=O)C(=CC=C5)OC)O)(C(=O)CO)O)N)O.Cl. Cell line: NCI/ADR-RES. Synergy scores: CSS=12.3, Synergy_ZIP=3.78, Synergy_Bliss=4.17, Synergy_Loewe=1.78, Synergy_HSA=1.60. (2) Drug 1: CC(C)CN1C=NC2=C1C3=CC=CC=C3N=C2N. Synergy scores: CSS=3.49, Synergy_ZIP=6.32, Synergy_Bliss=7.85, Synergy_Loewe=1.01, Synergy_HSA=3.85. Drug 2: C1C(C(OC1N2C=NC3=C2NC=NCC3O)CO)O. Cell line: HCC-2998. (3) Drug 1: CC1=C(C=C(C=C1)C(=O)NC2=CC(=CC(=C2)C(F)(F)F)N3C=C(N=C3)C)NC4=NC=CC(=N4)C5=CN=CC=C5. Drug 2: C#CCC(CC1=CN=C2C(=N1)C(=NC(=N2)N)N)C3=CC=C(C=C3)C(=O)NC(CCC(=O)O)C(=O)O. Cell line: MDA-MB-435. Synergy scores: CSS=54.6, Synergy_ZIP=1.12, Synergy_Bliss=0.231, Synergy_Loewe=-16.8, Synergy_HSA=3.34. (4) Drug 1: CCC1=C2CN3C(=CC4=C(C3=O)COC(=O)C4(CC)O)C2=NC5=C1C=C(C=C5)O. Drug 2: CC(C)NC(=O)C1=CC=C(C=C1)CNNC.Cl. Cell line: MDA-MB-231. Synergy scores: CSS=13.3, Synergy_ZIP=-2.56, Synergy_Bliss=3.43, Synergy_Loewe=-7.79, Synergy_HSA=1.53. (5) Synergy scores: CSS=10.3, Synergy_ZIP=-2.23, Synergy_Bliss=3.33, Synergy_Loewe=1.86, Synergy_HSA=1.58. Cell line: M14. Drug 1: CC(CN1CC(=O)NC(=O)C1)N2CC(=O)NC(=O)C2. Drug 2: CC1C(C(CC(O1)OC2CC(OC(C2O)C)OC3=CC4=CC5=C(C(=O)C(C(C5)C(C(=O)C(C(C)O)O)OC)OC6CC(C(C(O6)C)O)OC7CC(C(C(O7)C)O)OC8CC(C(C(O8)C)O)(C)O)C(=C4C(=C3C)O)O)O)O. (6) Drug 1: CC12CCC3C(C1CCC2=O)CC(=C)C4=CC(=O)C=CC34C. Drug 2: CN1C(=O)N2C=NC(=C2N=N1)C(=O)N. Cell line: SK-MEL-2. Synergy scores: CSS=45.7, Synergy_ZIP=2.11, Synergy_Bliss=2.07, Synergy_Loewe=-1.04, Synergy_HSA=-0.342. (7) Drug 1: CC1CCC2CC(C(=CC=CC=CC(CC(C(=O)C(C(C(=CC(C(=O)CC(OC(=O)C3CCCCN3C(=O)C(=O)C1(O2)O)C(C)CC4CCC(C(C4)OC)O)C)C)O)OC)C)C)C)OC. Drug 2: C1CN(CCN1C(=O)CCBr)C(=O)CCBr. Cell line: NCI/ADR-RES. Synergy scores: CSS=13.6, Synergy_ZIP=-8.23, Synergy_Bliss=-5.58, Synergy_Loewe=-9.24, Synergy_HSA=-4.38. (8) Drug 1: C1=CC(=CC=C1C#N)C(C2=CC=C(C=C2)C#N)N3C=NC=N3. Drug 2: C1CN(CCN1C(=O)CCBr)C(=O)CCBr. Cell line: SK-OV-3. Synergy scores: CSS=3.74, Synergy_ZIP=-2.45, Synergy_Bliss=0.512, Synergy_Loewe=-0.740, Synergy_HSA=-0.682.